Dataset: NCI-60 drug combinations with 297,098 pairs across 59 cell lines. Task: Regression. Given two drug SMILES strings and cell line genomic features, predict the synergy score measuring deviation from expected non-interaction effect. (1) Drug 1: CNC(=O)C1=CC=CC=C1SC2=CC3=C(C=C2)C(=NN3)C=CC4=CC=CC=N4. Drug 2: C#CCC(CC1=CN=C2C(=N1)C(=NC(=N2)N)N)C3=CC=C(C=C3)C(=O)NC(CCC(=O)O)C(=O)O. Cell line: A549. Synergy scores: CSS=8.19, Synergy_ZIP=-2.33, Synergy_Bliss=-0.591, Synergy_Loewe=-0.643, Synergy_HSA=-1.04. (2) Drug 1: CC1OCC2C(O1)C(C(C(O2)OC3C4COC(=O)C4C(C5=CC6=C(C=C35)OCO6)C7=CC(=C(C(=C7)OC)O)OC)O)O. Drug 2: CC1=C2C(C(=O)C3(C(CC4C(C3C(C(C2(C)C)(CC1OC(=O)C(C(C5=CC=CC=C5)NC(=O)OC(C)(C)C)O)O)OC(=O)C6=CC=CC=C6)(CO4)OC(=O)C)O)C)O. Cell line: MALME-3M. Synergy scores: CSS=29.4, Synergy_ZIP=-4.46, Synergy_Bliss=-4.34, Synergy_Loewe=-11.9, Synergy_HSA=-0.131. (3) Drug 1: CC12CCC(CC1=CCC3C2CCC4(C3CC=C4C5=CN=CC=C5)C)O. Drug 2: CC1=C2C(C(=O)C3(C(CC4C(C3C(C(C2(C)C)(CC1OC(=O)C(C(C5=CC=CC=C5)NC(=O)OC(C)(C)C)O)O)OC(=O)C6=CC=CC=C6)(CO4)OC(=O)C)O)C)O. Cell line: CCRF-CEM. Synergy scores: CSS=65.6, Synergy_ZIP=9.00, Synergy_Bliss=12.8, Synergy_Loewe=-20.1, Synergy_HSA=12.6. (4) Drug 1: CC1=C(N=C(N=C1N)C(CC(=O)N)NCC(C(=O)N)N)C(=O)NC(C(C2=CN=CN2)OC3C(C(C(C(O3)CO)O)O)OC4C(C(C(C(O4)CO)O)OC(=O)N)O)C(=O)NC(C)C(C(C)C(=O)NC(C(C)O)C(=O)NCCC5=NC(=CS5)C6=NC(=CS6)C(=O)NCCC[S+](C)C)O. Drug 2: CN(CCCl)CCCl.Cl. Cell line: A549. Synergy scores: CSS=53.9, Synergy_ZIP=-8.65, Synergy_Bliss=-2.91, Synergy_Loewe=-4.84, Synergy_HSA=0.843. (5) Drug 1: C1C(C(OC1N2C=C(C(=O)NC2=O)F)CO)O. Drug 2: CC1=C(C(CCC1)(C)C)C=CC(=CC=CC(=CC(=O)O)C)C. Cell line: SK-MEL-5. Synergy scores: CSS=13.0, Synergy_ZIP=-2.81, Synergy_Bliss=0.620, Synergy_Loewe=-57.2, Synergy_HSA=-1.08. (6) Drug 1: CC1=C(C=C(C=C1)C(=O)NC2=CC(=CC(=C2)C(F)(F)F)N3C=C(N=C3)C)NC4=NC=CC(=N4)C5=CN=CC=C5. Drug 2: CC1C(C(CC(O1)OC2CC(CC3=C2C(=C4C(=C3O)C(=O)C5=C(C4=O)C(=CC=C5)OC)O)(C(=O)CO)O)N)O.Cl. Cell line: COLO 205. Synergy scores: CSS=43.4, Synergy_ZIP=-0.722, Synergy_Bliss=1.07, Synergy_Loewe=-6.55, Synergy_HSA=2.71. (7) Drug 1: C1=CN(C(=O)N=C1N)C2C(C(C(O2)CO)O)O.Cl. Drug 2: C1=CC=C(C(=C1)C(C2=CC=C(C=C2)Cl)C(Cl)Cl)Cl. Cell line: IGROV1. Synergy scores: CSS=8.32, Synergy_ZIP=-1.36, Synergy_Bliss=0.374, Synergy_Loewe=-6.48, Synergy_HSA=-0.196.